This data is from Blood-brain barrier permeability classification from the B3DB database. The task is: Regression/Classification. Given a drug SMILES string, predict its absorption, distribution, metabolism, or excretion properties. Task type varies by dataset: regression for continuous measurements (e.g., permeability, clearance, half-life) or binary classification for categorical outcomes (e.g., BBB penetration, CYP inhibition). Dataset: b3db_classification. (1) The molecule is C[C@@H]1[C@H](NC(=O)C(=NOC(C)(C)C(=O)O)c2csc(N)n2)C(=O)N1S(=O)(=O)O. The result is 0 (does not penetrate BBB). (2) The molecule is CN(C)CCOC(C)(c1ccccc1)c1ccc(Cl)cc1. The result is 1 (penetrates BBB). (3) The molecule is O=C(C=Cc1ccc2c(c1)OCO2)N1CCCCC1. The result is 1 (penetrates BBB). (4) The drug is C[C@]12C[C@H](O)[C@H]3[C@@H](C=C(Cl)C4=CC(=O)C=C[C@@]43C)[C@@H]1CC[C@]2(O)C(=O)CO. The result is 1 (penetrates BBB). (5) The molecule is CCC=C(C)C1(CC)C(=O)NC(=O)NC1=O. The result is 1 (penetrates BBB). (6) The molecule is COC[C@@]1(N)[C@H](c2ccc(OC)cc2)[C@@H]1S(=O)(=O)c1ccc(Cl)cc1. The result is 1 (penetrates BBB). (7) The compound is CO/N=C(/C(=O)N[C@@H]1C(=O)N2C(C(=O)O)=C(C[n+]3cccc4c3CCC4)CS[C@H]12)c1csc(N)n1. The result is 0 (does not penetrate BBB).